This data is from Peptide-MHC class I binding affinity with 185,985 pairs from IEDB/IMGT. The task is: Regression. Given a peptide amino acid sequence and an MHC pseudo amino acid sequence, predict their binding affinity value. This is MHC class I binding data. The peptide sequence is GELRKAICL. The MHC is HLA-B40:01 with pseudo-sequence HLA-B40:01. The binding affinity (normalized) is 0.602.